Dataset: NCI-60 drug combinations with 297,098 pairs across 59 cell lines. Task: Regression. Given two drug SMILES strings and cell line genomic features, predict the synergy score measuring deviation from expected non-interaction effect. (1) Drug 1: CN1C2=C(C=C(C=C2)N(CCCl)CCCl)N=C1CCCC(=O)O.Cl. Drug 2: CC12CCC3C(C1CCC2O)C(CC4=C3C=CC(=C4)O)CCCCCCCCCS(=O)CCCC(C(F)(F)F)(F)F. Cell line: SK-OV-3. Synergy scores: CSS=4.00, Synergy_ZIP=2.81, Synergy_Bliss=7.14, Synergy_Loewe=2.00, Synergy_HSA=1.14. (2) Drug 1: CN1C(=O)N2C=NC(=C2N=N1)C(=O)N. Drug 2: C1CC(=O)NC(=O)C1N2C(=O)C3=CC=CC=C3C2=O. Cell line: SK-MEL-28. Synergy scores: CSS=-0.816, Synergy_ZIP=-0.342, Synergy_Bliss=-2.31, Synergy_Loewe=-0.00755, Synergy_HSA=-3.41. (3) Drug 1: N.N.Cl[Pt+2]Cl. Drug 2: CC1C(C(CC(O1)OC2CC(CC3=C2C(=C4C(=C3O)C(=O)C5=CC=CC=C5C4=O)O)(C(=O)C)O)N)O. Cell line: UACC62. Synergy scores: CSS=58.7, Synergy_ZIP=-1.47, Synergy_Bliss=-2.93, Synergy_Loewe=-35.8, Synergy_HSA=-0.862. (4) Drug 1: CC1C(C(CC(O1)OC2CC(OC(C2O)C)OC3=CC4=CC5=C(C(=O)C(C(C5)C(C(=O)C(C(C)O)O)OC)OC6CC(C(C(O6)C)O)OC7CC(C(C(O7)C)O)OC8CC(C(C(O8)C)O)(C)O)C(=C4C(=C3C)O)O)O)O. Drug 2: CC1C(C(CC(O1)OC2CC(CC3=C2C(=C4C(=C3O)C(=O)C5=CC=CC=C5C4=O)O)(C(=O)C)O)N)O. Cell line: SW-620. Synergy scores: CSS=40.5, Synergy_ZIP=6.50, Synergy_Bliss=9.31, Synergy_Loewe=-2.76, Synergy_HSA=9.63. (5) Drug 1: CC1=CC2C(CCC3(C2CCC3(C(=O)C)OC(=O)C)C)C4(C1=CC(=O)CC4)C. Drug 2: CC(C)NC(=O)C1=CC=C(C=C1)CNNC.Cl. Cell line: OVCAR-4. Synergy scores: CSS=2.22, Synergy_ZIP=-0.635, Synergy_Bliss=0.582, Synergy_Loewe=-0.531, Synergy_HSA=0.150. (6) Drug 1: CS(=O)(=O)CCNCC1=CC=C(O1)C2=CC3=C(C=C2)N=CN=C3NC4=CC(=C(C=C4)OCC5=CC(=CC=C5)F)Cl. Drug 2: CC1=C(C(=O)C2=C(C1=O)N3CC4C(C3(C2COC(=O)N)OC)N4)N. Cell line: SW-620. Synergy scores: CSS=36.0, Synergy_ZIP=3.20, Synergy_Bliss=2.23, Synergy_Loewe=-24.9, Synergy_HSA=-0.491.